Task: Predict the reactants needed to synthesize the given product.. Dataset: Full USPTO retrosynthesis dataset with 1.9M reactions from patents (1976-2016) (1) Given the product [CH:18]1([C:15]2[S:14][C:13]([N:12]([CH2:23][O:24][CH2:25][CH2:26][Si:27]([CH3:30])([CH3:29])[CH3:28])[C:8]3[CH:7]=[CH:6][C:5]4[C:10](=[CH:11][C:2]([NH:66][CH:63]5[CH2:64][CH2:65][O:61][CH2:62]5)=[CH:3][N:4]=4)[N:9]=3)=[N:17][N:16]=2)[CH2:22][CH2:21][CH2:20][CH2:19]1, predict the reactants needed to synthesize it. The reactants are: Br[C:2]1[CH:11]=[C:10]2[C:5]([CH:6]=[CH:7][C:8]([N:12]([CH2:23][O:24][CH2:25][CH2:26][Si:27]([CH3:30])([CH3:29])[CH3:28])[C:13]3[S:14][C:15]([CH:18]4[CH2:22][CH2:21][CH2:20][CH2:19]4)=[N:16][N:17]=3)=[N:9]2)=[N:4][CH:3]=1.BrC1C=C2C(C=CC(/N=C3\SC(C4CCCC4)=NN\3COCC[Si](C)(C)C)=N2)=NC=1.[O:61]1[CH2:65][CH2:64][CH:63]([NH2:66])[CH2:62]1.C1(P(C2CCCCC2)C2C=CC=CC=2C2C(C(C)C)=CC(C(C)C)=CC=2C(C)C)CCCCC1.C(=O)([O-])[O-].[Cs+].[Cs+]. (2) Given the product [CH:10]1([NH:9][C:7]([C:6]2[CH:13]=[C:2]([C:25]3[CH:26]=[CH:27][C:22]([C:21]([NH:20][CH2:19][CH:16]4[CH2:18][CH2:17]4)=[O:37])=[CH:23][CH:24]=3)[C:3]([CH3:15])=[CH:4][C:5]=2[F:14])=[O:8])[CH2:12][CH2:11]1, predict the reactants needed to synthesize it. The reactants are: Br[C:2]1[C:3]([CH3:15])=[CH:4][C:5]([F:14])=[C:6]([CH:13]=1)[C:7]([NH:9][CH:10]1[CH2:12][CH2:11]1)=[O:8].[CH:16]1([CH2:19][NH:20][C:21](=[O:37])[C:22]2[CH:27]=[CH:26][C:25](B3OC(C)(C)C(C)(C)O3)=[CH:24][CH:23]=2)[CH2:18][CH2:17]1.C(=O)([O-])O.[Na+]. (3) Given the product [F:1][C:2]1[CH:22]=[CH:21][CH:20]=[CH:19][C:3]=1[C:4]([NH:6][C:7]1[CH:12]=[CH:11][C:10]([C:13]([NH:15][NH:16][C:24]([NH:23][CH2:26][CH2:27][CH2:28][N:29]2[CH2:34][CH2:33][CH2:32][CH2:31][CH2:30]2)=[S:25])=[O:14])=[C:9]([O:17][CH3:18])[CH:8]=1)=[O:5], predict the reactants needed to synthesize it. The reactants are: [F:1][C:2]1[CH:22]=[CH:21][CH:20]=[CH:19][C:3]=1[C:4]([NH:6][C:7]1[CH:12]=[CH:11][C:10]([C:13]([NH:15][NH2:16])=[O:14])=[C:9]([O:17][CH3:18])[CH:8]=1)=[O:5].[N:23]([CH2:26][CH2:27][CH2:28][N:29]1[CH2:34][CH2:33][CH2:32][CH2:31][CH2:30]1)=[C:24]=[S:25]. (4) Given the product [CH3:1][O:2][C:3](=[O:23])[CH2:4][CH2:5][C:6]1[CH:11]=[CH:10][C:9]([O:12][C:13]2[CH:18]=[CH:17][CH:16]=[C:15]([CH2:19][NH2:20])[CH:14]=2)=[CH:8][C:7]=1[CH2:21][CH3:22], predict the reactants needed to synthesize it. The reactants are: [CH3:1][O:2][C:3](=[O:23])[CH2:4][CH2:5][C:6]1[CH:11]=[CH:10][C:9]([O:12][C:13]2[CH:18]=[CH:17][CH:16]=[C:15]([C:19]#[N:20])[CH:14]=2)=[CH:8][C:7]=1[CH2:21][CH3:22].[H][H]. (5) Given the product [CH3:33][O:34][CH2:35][O:36][CH2:7][CH2:6][NH:3][S:15]([C:12]1[CH:13]=[CH:14][C:9]([I:8])=[CH:10][CH:11]=1)(=[O:17])=[O:16], predict the reactants needed to synthesize it. The reactants are: C([N:3]([CH2:6][CH3:7])CC)C.[I:8][C:9]1[CH:14]=[CH:13][C:12]([S:15](Cl)(=[O:17])=[O:16])=[CH:11][CH:10]=1.C(O)(=O)CC(CC(O)=O)(C(O)=O)O.C[CH2:33][O:34][C:35](C)=[O:36].